Dataset: Catalyst prediction with 721,799 reactions and 888 catalyst types from USPTO. Task: Predict which catalyst facilitates the given reaction. Reactant: [N:1]1[CH:2]=[C:3]([C:10]([NH:12][C:13]2[CH:14]=[C:15]([CH:19]=[CH:20][C:21]=2[CH3:22])[C:16]([OH:18])=O)=[O:11])[N:4]2[CH:9]=[CH:8][CH:7]=[CH:6][C:5]=12.C(N(C(C)C)CC)(C)C.CN(C(ON1N=NC2C=CC=NC1=2)=[N+](C)C)C.F[P-](F)(F)(F)(F)F.[NH2:56][CH:57]([CH2:60][C:61]1[CH:66]=[CH:65][CH:64]=[CH:63][CH:62]=1)[CH2:58][OH:59]. Product: [OH:59][CH2:58][CH:57]([NH:56][C:16]([C:15]1[CH:19]=[CH:20][C:21]([CH3:22])=[C:13]([NH:12][C:10]([C:3]2[N:4]3[CH:9]=[CH:8][CH:7]=[CH:6][C:5]3=[N:1][CH:2]=2)=[O:11])[CH:14]=1)=[O:18])[CH2:60][C:61]1[CH:62]=[CH:63][CH:64]=[CH:65][CH:66]=1. The catalyst class is: 39.